Dataset: Forward reaction prediction with 1.9M reactions from USPTO patents (1976-2016). Task: Predict the product of the given reaction. (1) Given the reactants [CH3:1][C:2]1[CH:10]=[CH:9][C:5]([C:6](O)=[O:7])=[CH:4][C:3]=1[B:11]1[O:15][C:14]([CH3:17])([CH3:16])[C:13]([CH3:19])([CH3:18])[O:12]1.CN(C(O[N:28]1N=N[C:30]2[CH:31]=CC=C[C:29]1=2)=[N+](C)C)C.F[P-](F)(F)(F)(F)F.CCN(C(C)C)C(C)C.C(N)CC, predict the reaction product. The product is: [CH3:1][C:2]1[CH:10]=[CH:9][C:5]([C:6]([NH:28][CH2:29][CH2:30][CH3:31])=[O:7])=[CH:4][C:3]=1[B:11]1[O:12][C:13]([CH3:19])([CH3:18])[C:14]([CH3:17])([CH3:16])[O:15]1. (2) Given the reactants [CH3:1][C:2]([C:14]1[CH:19]=[CH:18][CH:17]=[C:16]([O:20][C:21]2[CH:26]=[C:25]([C:27]([F:30])([F:29])[F:28])[CH:24]=[C:23]([N+:31]([O-])=O)[CH:22]=2)[CH:15]=1)([CH3:13])[C:3]([O:5][CH2:6][C:7]1[CH:12]=[CH:11][CH:10]=[CH:9][CH:8]=1)=[O:4].O.[Cl-].[NH4+], predict the reaction product. The product is: [NH2:31][C:23]1[CH:22]=[C:21]([CH:26]=[C:25]([C:27]([F:28])([F:29])[F:30])[CH:24]=1)[O:20][C:16]1[CH:15]=[C:14]([C:2]([CH3:1])([CH3:13])[C:3]([O:5][CH2:6][C:7]2[CH:12]=[CH:11][CH:10]=[CH:9][CH:8]=2)=[O:4])[CH:19]=[CH:18][CH:17]=1. (3) The product is: [C:47]([C:44]1[CH:45]=[C:46]2[C:41](=[CH:42][C:43]=1[O:49][CH2:50][C:51]1[CH:56]=[CH:55][CH:54]=[CH:53][CH:52]=1)[N:40]=[CH:39][CH:38]=[C:37]2[O:17][C:18]1[CH:23]=[CH:22][C:21]([NH:24][C:25]([NH:27][C:28]2[CH:33]=[CH:32][C:31]([O:34][CH3:35])=[CH:30][CH:29]=2)=[O:26])=[CH:20][CH:19]=1)#[N:48]. Given the reactants CN1CCCC1=O.C(N(C(C)C)CC)(C)C.[OH:17][C:18]1[CH:23]=[CH:22][C:21]([NH:24][C:25]([NH:27][C:28]2[CH:33]=[CH:32][C:31]([O:34][CH3:35])=[CH:30][CH:29]=2)=[O:26])=[CH:20][CH:19]=1.Cl[C:37]1[C:46]2[C:41](=[CH:42][C:43]([O:49][CH2:50][C:51]3[CH:56]=[CH:55][CH:54]=[CH:53][CH:52]=3)=[C:44]([C:47]#[N:48])[CH:45]=2)[N:40]=[CH:39][CH:38]=1, predict the reaction product. (4) Given the reactants S(Cl)([Cl:3])=O.[Cl-:5].[CH2:6]([NH+:8]([CH2:15][CH3:16])[CH2:9][CH2:10][NH2+:11][CH2:12][CH2:13]O)[CH3:7].[Cl-], predict the reaction product. The product is: [Cl-:3].[Cl:5][CH2:13][CH2:12][NH2+:11][CH2:10][CH2:9][NH+:8]([CH2:15][CH3:16])[CH2:6][CH3:7].[Cl-:3]. (5) Given the reactants [CH3:1][Si:2]([CH3:51])([CH3:50])[CH2:3][CH2:4][O:5][CH2:6][N:7]([CH2:42][O:43][CH2:44][CH2:45][Si:46]([CH3:49])([CH3:48])[CH3:47])[C:8]1[N:13]2[N:14]=[CH:15][C:16]([C:17]3[CH:18]=[N:19][C:20]([C:23]4[CH:28]=[CH:27][CH:26]=[CH:25][CH:24]=4)=[CH:21][CH:22]=3)=[C:12]2[N:11]=[C:10]([C:29]2[CH2:34][CH2:33][C:32]([CH3:40])([C:35]([O:37][CH2:38][CH3:39])=[O:36])[CH2:31][CH:30]=2)[C:9]=1Br, predict the reaction product. The product is: [CH3:1][Si:2]([CH3:51])([CH3:50])[CH2:3][CH2:4][O:5][CH2:6][N:7]([CH2:42][O:43][CH2:44][CH2:45][Si:46]([CH3:49])([CH3:48])[CH3:47])[C:8]1[N:13]2[N:14]=[CH:15][C:16]([C:17]3[CH:18]=[N:19][C:20]([C:23]4[CH:28]=[CH:27][CH:26]=[CH:25][CH:24]=4)=[CH:21][CH:22]=3)=[C:12]2[N:11]=[C:10]([C:29]2[CH2:34][CH2:33][C:32]([CH3:40])([C:35]([O:37][CH2:38][CH3:39])=[O:36])[CH2:31][CH:30]=2)[C:9]=1/[CH:32]=[CH:35]\[O:37][CH2:38][CH3:39]. (6) Given the reactants [Cl:1][C:2]1[CH:3]=[CH:4][C:5]2[N:11]3[CH:12]=[CH:13][CH:14]=[C:10]3[CH:9]([CH2:15][CH:16]([OH:23])[CH2:17][C:18]([O:20]CC)=[O:19])[O:8][CH:7]([C:24]3[CH:29]=[CH:28][CH:27]=[C:26]([O:30][CH3:31])[C:25]=3[O:32][CH3:33])[C:6]=2[CH:34]=1.[OH-].[Na+].Cl, predict the reaction product. The product is: [Cl:1][C:2]1[CH:3]=[CH:4][C:5]2[N:11]3[CH:12]=[CH:13][CH:14]=[C:10]3[CH:9]([CH2:15][CH:16]([OH:23])[CH2:17][C:18]([OH:20])=[O:19])[O:8][CH:7]([C:24]3[CH:29]=[CH:28][CH:27]=[C:26]([O:30][CH3:31])[C:25]=3[O:32][CH3:33])[C:6]=2[CH:34]=1. (7) Given the reactants [CH3:1][O:2][N:3]([CH3:18])[C:4]1[CH:9]=[C:8]([NH:10][CH2:11][C:12]#[CH:13])[N:7]=[C:6]([NH:14][CH2:15][CH2:16][CH3:17])[N:5]=1.[ClH:19].C(OCC)C.Cl.CON(C)C1C=C(NCCC)N=C(NCC#C)N=1, predict the reaction product. The product is: [ClH:19].[CH3:1][O:2][N:3]([CH3:18])[C:4]1[CH:9]=[C:8]([NH:10][CH2:11][C:12]#[CH:13])[N:7]=[C:6]([NH:14][CH2:15][CH2:16][CH3:17])[N:5]=1. (8) The product is: [Br:24][C:25]1[CH:33]=[N:32][CH:31]=[CH:30][C:26]=1[C:27]([N:20]1[CH2:21][CH2:22][C:15]2([CH2:16][CH2:17][N:12]([CH2:11][C:7]3[C:5]4[CH2:6][C:2]([CH3:23])([CH3:1])[O:3][C:4]=4[CH:10]=[CH:9][CH:8]=3)[CH2:13][CH2:14]2)[CH2:18][CH2:19]1)=[O:28]. Given the reactants [CH3:1][C:2]1([CH3:23])[CH2:6][C:5]2[C:7]([CH2:11][N:12]3[CH2:17][CH2:16][C:15]4([CH2:22][CH2:21][NH:20][CH2:19][CH2:18]4)[CH2:14][CH2:13]3)=[CH:8][CH:9]=[CH:10][C:4]=2[O:3]1.[Br:24][C:25]1[CH:33]=[N:32][CH:31]=[CH:30][C:26]=1[C:27](O)=[O:28].CN(C(ON1N=NC2C=CC=CC1=2)=[N+](C)C)C.F[P-](F)(F)(F)(F)F.C(N(CC)CC)C, predict the reaction product. (9) Given the reactants COC1C=CC(C[N:8](CC2C=CC(OC)=CC=2)[C:9]2[N:14]=[C:13]([C:15]3[C:16]([NH:27][C:28]4[CH:29]=[N:30][C:31]([O:34][CH3:35])=[CH:32][CH:33]=4)=[N:17][CH:18]=[C:19]([C:21]4[CH:22]=[N:23][N:24]([CH3:26])[CH:25]=4)[CH:20]=3)[N:12]=[C:11]([CH3:36])[N:10]=2)=CC=1, predict the reaction product. The product is: [CH3:35][O:34][C:31]1[N:30]=[CH:29][C:28]([NH:27][C:16]2[C:15]([C:13]3[N:12]=[C:11]([CH3:36])[N:10]=[C:9]([NH2:8])[N:14]=3)=[CH:20][C:19]([C:21]3[CH:22]=[N:23][N:24]([CH3:26])[CH:25]=3)=[CH:18][N:17]=2)=[CH:33][CH:32]=1. (10) Given the reactants [Br:1][C:2]1[C:3](=[O:22])[N:4]([CH2:11][CH2:12][CH2:13][CH2:14][CH2:15][CH2:16][C:17]([O:19]CC)=[O:18])[C:5]([CH2:9]Br)=[C:6]([Br:8])[CH:7]=1.[O:23]1CCOCC1, predict the reaction product. The product is: [Br:1][C:2]1[C:3](=[O:22])[N:4]([CH2:11][CH2:12][CH2:13][CH2:14][CH2:15][CH2:16][C:17]([OH:19])=[O:18])[C:5]([CH2:9][OH:23])=[C:6]([Br:8])[CH:7]=1.